Dataset: Catalyst prediction with 721,799 reactions and 888 catalyst types from USPTO. Task: Predict which catalyst facilitates the given reaction. (1) Reactant: [C:1]([C:4]1[CH:11]=[CH:10][C:7]([CH:8]=[O:9])=[CH:6][CH:5]=1)([OH:3])=O.[CH2:12]([N:14](CC)[CH2:15][CH3:16])[CH3:13].C(Cl)(=O)C(C)(C)C.C(NCC)C. Product: [CH:8]([C:7]1[CH:10]=[CH:11][C:4]([C:1]([N:14]([CH2:15][CH3:16])[CH2:12][CH3:13])=[O:3])=[CH:5][CH:6]=1)=[O:9]. The catalyst class is: 7. (2) The catalyst class is: 268. Product: [CH:10]([C:12]1[CH:17]=[CH:16][C:15]([S:18]([N:21]([CH3:23])[CH3:22])(=[O:20])=[O:19])=[CH:14][CH:13]=1)=[O:25]. Reactant: CC(C[AlH]CC(C)C)C.[C:10]([C:12]1[CH:17]=[CH:16][C:15]([S:18]([N:21]([CH3:23])[CH3:22])(=[O:20])=[O:19])=[CH:14][CH:13]=1)#N.C[OH:25].Cl.